Dataset: Reaction yield outcomes from USPTO patents with 853,638 reactions. Task: Predict the reaction yield, written as a fraction of the theoretical maximum amount of product (1.0 means a 100% yield; for example, 0.34 means a 34% yield). The reactants are [Na].[Cl:2][C:3]1[CH:8]=[CH:7][CH:6]=[CH:5][C:4]=1[OH:9].[O:10]1[CH2:14][CH2:13][CH2:12][C:11]1=[O:15]. The catalyst is C(O)C. The product is [Cl:2][C:3]1[CH:8]=[CH:7][CH:6]=[CH:5][C:4]=1[O:9][CH2:14][CH2:13][CH2:12][C:11]([OH:15])=[O:10]. The yield is 0.804.